Dataset: Forward reaction prediction with 1.9M reactions from USPTO patents (1976-2016). Task: Predict the product of the given reaction. Given the reactants [CH2:1]([SH:21])[CH2:2][CH2:3][CH2:4]/[CH:5]=[CH:6]\[CH2:7]/[CH:8]=[CH:9]\[CH2:10]/[CH:11]=[CH:12]\[CH2:13]/[CH:14]=[CH:15]\[CH2:16]/[CH:17]=[CH:18]\[CH2:19][CH3:20].[H-].[Na+].Br[C:25]([CH3:33])([CH2:31]C)[C:26]([O:28][CH2:29][CH3:30])=[O:27], predict the reaction product. The product is: [CH2:1]([S:21][C:25]([CH3:33])([CH3:31])[C:26]([O:28][CH2:29][CH3:30])=[O:27])[CH2:2][CH2:3][CH2:4]/[CH:5]=[CH:6]\[CH2:7]/[CH:8]=[CH:9]\[CH2:10]/[CH:11]=[CH:12]\[CH2:13]/[CH:14]=[CH:15]\[CH2:16]/[CH:17]=[CH:18]\[CH2:19][CH3:20].